This data is from NCI-60 drug combinations with 297,098 pairs across 59 cell lines. The task is: Regression. Given two drug SMILES strings and cell line genomic features, predict the synergy score measuring deviation from expected non-interaction effect. Drug 1: C1CCC(C1)C(CC#N)N2C=C(C=N2)C3=C4C=CNC4=NC=N3. Drug 2: CC1C(C(CC(O1)OC2CC(CC3=C2C(=C4C(=C3O)C(=O)C5=C(C4=O)C(=CC=C5)OC)O)(C(=O)C)O)N)O.Cl. Cell line: RXF 393. Synergy scores: CSS=20.7, Synergy_ZIP=-5.43, Synergy_Bliss=10.2, Synergy_Loewe=0.120, Synergy_HSA=10.1.